Predict the reactants needed to synthesize the given product. From a dataset of Full USPTO retrosynthesis dataset with 1.9M reactions from patents (1976-2016). (1) Given the product [NH:3]1[C:4]2[CH:10]=[CH:9][CH:8]=[CH:7][C:5]=2[N:6]=[C:2]1[S:1][C:16]1[O:20][C:19]([CH:21]=[O:22])=[CH:18][CH:17]=1, predict the reactants needed to synthesize it. The reactants are: [SH:1][C:2]1[NH:3][C:4]2[CH:10]=[CH:9][CH:8]=[CH:7][C:5]=2[N:6]=1.[H-].[Na+].[N+]([C:16]1[O:20][C:19]([CH:21]=[O:22])=[CH:18][CH:17]=1)([O-])=O. (2) Given the product [Br:10][CH2:1][C:2]1[CH:9]=[CH:8][C:5]([C:6]#[N:7])=[CH:4][CH:3]=1, predict the reactants needed to synthesize it. The reactants are: [CH3:1][C:2]1[CH:9]=[CH:8][C:5]([C:6]#[N:7])=[CH:4][CH:3]=1.[Br:10]N1C(=O)CCC1=O.CC(N=NC(C#N)(C)C)(C#N)C. (3) Given the product [NH2:27][C:25](=[O:26])[CH:24]([OH:28])[CH:23]([NH:22][C:15](=[O:17])[C:14]1[CH:18]=[CH:19][CH:20]=[N:21][C:13]=1[N:10]1[CH:11]=[CH:12][C:8]([CH:5]2[CH2:4][CH2:3][N:2]([CH3:1])[CH2:7][CH2:6]2)=[N:9]1)[CH2:29][C:30]1[CH:31]=[CH:32][CH:33]=[CH:34][CH:35]=1, predict the reactants needed to synthesize it. The reactants are: [CH3:1][N:2]1[CH2:7][CH2:6][CH:5]([C:8]2[CH:12]=[CH:11][N:10]([C:13]3[N:21]=[CH:20][CH:19]=[CH:18][C:14]=3[C:15]([OH:17])=O)[N:9]=2)[CH2:4][CH2:3]1.[NH2:22][CH:23]([CH2:29][C:30]1[CH:35]=[CH:34][CH:33]=[CH:32][CH:31]=1)[CH:24]([OH:28])[C:25]([NH2:27])=[O:26]. (4) Given the product [OH:5][CH2:4][CH2:3][N:2]([C:11]1[CH:18]=[CH:17][C:14]([C:15]#[N:16])=[CH:13][CH:12]=1)[CH3:1], predict the reactants needed to synthesize it. The reactants are: [CH3:1][NH:2][CH2:3][CH2:4][OH:5].CS(C)=O.F[C:11]1[CH:18]=[CH:17][C:14]([C:15]#[N:16])=[CH:13][CH:12]=1.C(=O)([O-])[O-].[Na+].[Na+]. (5) Given the product [F:43][C:35]1[CH:36]=[C:37]([O:41][CH3:42])[C:38]([F:40])=[CH:39][C:34]=1[C@H:17]([NH:16][C:2]1[C:3]2[N:11]=[CH:10][CH:9]=[C:8]([C:12]([NH2:14])=[O:13])[C:4]=2[N:5]=[CH:6][N:7]=1)[CH2:18][NH:19][CH2:32][CH3:33], predict the reactants needed to synthesize it. The reactants are: O[C:2]1[C:3]2[N:11]=[CH:10][CH:9]=[C:8]([C:12]([NH2:14])=[O:13])[C:4]=2[N:5]=[CH:6][N:7]=1.Cl.[NH2:16][C@@H:17]([C:34]1[CH:39]=[C:38]([F:40])[C:37]([O:41][CH3:42])=[CH:36][C:35]=1[F:43])[CH2:18][N:19]([CH2:32][CH3:33])S(C1C=CC([N+]([O-])=O)=CC=1)(=O)=O. (6) Given the product [CH3:11][C:3]1[CH:4]=[C:5]([C:6]([OH:8])=[O:7])[CH:9]=[CH:10][C:2]=1[C:12]1[CH:17]=[CH:16][CH:15]=[CH:14][CH:13]=1, predict the reactants needed to synthesize it. The reactants are: Br[C:2]1[CH:10]=[CH:9][C:5]([C:6]([OH:8])=[O:7])=[CH:4][C:3]=1[CH3:11].[C:12]1(B(O)O)[CH:17]=[CH:16][CH:15]=[CH:14][CH:13]=1.C1(P(C2C(C(C)C)=C(C3C=CC=CC=3)C(C(C)C)=CC=2C(C)C)C2CCCCC2)CCCCC1.[F-].[K+]. (7) Given the product [CH3:1][C:2]1[CH:7]=[C:6]([N:8]2[CH2:12][CH2:11][CH:10]([N:13]3[CH2:17][CH2:16][CH2:15][CH:14]3[CH3:18])[CH2:9]2)[CH:5]=[CH:4][C:3]=1[NH:19][C:29]([C:25]1[CH:24]=[C:23]2[C:28](=[CH:27][CH:26]=1)[NH:20][CH:21]=[CH:22]2)=[O:30], predict the reactants needed to synthesize it. The reactants are: [CH3:1][C:2]1[CH:7]=[C:6]([N:8]2[CH2:12][CH2:11][CH:10]([N:13]3[CH2:17][CH2:16][CH2:15][CH:14]3[CH3:18])[CH2:9]2)[CH:5]=[CH:4][C:3]=1[NH2:19].[NH:20]1[C:28]2[C:23](=[CH:24][C:25]([C:29](O)=[O:30])=[CH:26][CH:27]=2)[CH:22]=[CH:21]1.